From a dataset of Reaction yield outcomes from USPTO patents with 853,638 reactions. Predict the reaction yield, written as a fraction of the theoretical maximum amount of product (1.0 means a 100% yield; for example, 0.34 means a 34% yield). (1) The reactants are Cl[C:2]1[C:11]2[C:6](=[CH:7][CH:8]=[CH:9][CH:10]=2)[CH:5]=[C:4]([Cl:12])[N:3]=1.C([Sn](CCCC)(CCCC)[C:18]([O:20][CH2:21][CH3:22])=[CH2:19])CCC. No catalyst specified. The product is [Cl:12][C:4]1[N:3]=[C:2]([C:18]([O:20][CH2:21][CH3:22])=[CH2:19])[C:11]2[C:6]([CH:5]=1)=[CH:7][CH:8]=[CH:9][CH:10]=2. The yield is 0.560. (2) The reactants are [CH3:1][N:2]1[C:6]([CH2:7][OH:8])=[CH:5][N:4]=[CH:3]1.C(Cl)(=O)C(Cl)=O.[H-].[Na+].[Cl:17][C:18]1[CH:23]=[CH:22][C:21]([C:24]2[S:25][C:26]3[C:27](=[O:42])[N:28]([C:33]4[CH:38]=[CH:37][C:36](O)=[C:35]([O:40][CH3:41])[CH:34]=4)[CH:29]=[CH:30][C:31]=3[N:32]=2)=[CH:20][CH:19]=1. The catalyst is C(Cl)Cl.CN(C=O)C.O. The product is [Cl:17][C:18]1[CH:23]=[CH:22][C:21]([C:24]2[S:25][C:26]3[C:27](=[O:42])[N:28]([C:33]4[CH:38]=[CH:37][C:36]([O:8][CH2:7][C:6]5[N:2]([CH3:1])[CH:3]=[N:4][CH:5]=5)=[C:35]([O:40][CH3:41])[CH:34]=4)[CH2:29][CH2:30][C:31]=3[N:32]=2)=[CH:20][CH:19]=1. The yield is 0.400. (3) The reactants are [OH:1][N:2]1[CH2:7][CH2:6][CH2:5][CH2:4][CH2:3]1.[CH2:8]([Mg]Cl)[C:9]1[CH:14]=[CH:13][CH:12]=[CH:11][CH:10]=1.[Cl-].[NH4+]. The catalyst is ClCCl.O=[Mn]=O. The product is [CH2:8]([CH:3]1[CH2:4][CH2:5][CH2:6][CH2:7][N:2]1[OH:1])[C:9]1[CH:14]=[CH:13][CH:12]=[CH:11][CH:10]=1. The yield is 0.330. (4) The product is [F:4][C:5]1[CH:6]=[CH:9][C:10]([C:13]2[C:14]([C:18]3[CH:23]=[CH:22][CH:21]=[C:20]([CH3:24])[N:19]=3)=[N:15][NH:16][CH:17]=2)=[CH:11][C:12]=1[C:26](=[O:29])[CH3:1]. The catalyst is O.O1CCCC1. The reactants are [CH3:1][Mg]Br.[F:4][C:5]1[CH:12]=[CH:11][C:10]([C:13]2[C:14]([C:18]3[CH:23]=[CH:22][CH:21]=[C:20]([CH3:24])[N:19]=3)=[N:15][NH:16][CH:17]=2)=[CH:9][C:6]=1C#N.Cl.[C:26](=[O:29])([O-])[O-].[Na+].[Na+]. The yield is 0.640. (5) The reactants are [C:1]1([CH:7]([C:9]2[CH:14]=[CH:13][CH:12]=[CH:11][CH:10]=2)[NH2:8])[CH:6]=[CH:5][CH:4]=[CH:3][CH:2]=1.Cl[CH2:16][CH:17]1[CH2:19][O:18]1. The catalyst is CCO. The product is [CH:7]([N:8]1[CH2:19][CH:17]([OH:18])[CH2:16]1)([C:1]1[CH:2]=[CH:3][CH:4]=[CH:5][CH:6]=1)[C:9]1[CH:10]=[CH:11][CH:12]=[CH:13][CH:14]=1. The yield is 0.510. (6) The reactants are [CH2:1]([N:4]1[C:14]2=[C:15]3[C:10](=[CH:11][CH:12]=[CH:13]2)[C:9]([CH3:17])([CH3:16])[CH2:8][CH2:7][N:6]3[C:5]1=[O:18])[CH:2]=[CH2:3].[OH2:19].C[N+]1([O-])CC[O:24]CC1.C(OO)(C)(C)C. The catalyst is CC(C)=O.[Os](=O)(=O)(=O)=O.CC(O)(C)C. The product is [OH:19][CH:2]([CH2:3][OH:24])[CH2:1][N:4]1[C:14]2=[C:15]3[C:10](=[CH:11][CH:12]=[CH:13]2)[C:9]([CH3:17])([CH3:16])[CH2:8][CH2:7][N:6]3[C:5]1=[O:18]. The yield is 0.680. (7) The reactants are C(NC(C)C)(C)C.[Li]CCCC.[F:13][C:14]1[CH:19]=[CH:18][CH:17]=[CH:16][C:15]=1[F:20].Cl[Si:22]([CH3:25])([CH3:24])[CH3:23]. The catalyst is C1COCC1. The product is [F:13][C:14]1[C:15]([F:20])=[C:16]([Si:22]([CH3:25])([CH3:24])[CH3:23])[CH:17]=[CH:18][C:19]=1[Si:22]([CH3:25])([CH3:24])[CH3:23]. The yield is 1.00.